Task: Predict the reactants needed to synthesize the given product.. Dataset: Full USPTO retrosynthesis dataset with 1.9M reactions from patents (1976-2016) (1) Given the product [Cl:1][C:2]1[CH:3]=[CH:4][CH:5]=[C:6]2[C:11]=1[C:10]([CH3:12])([CH3:13])[C:9](=[O:14])[C:8]([C:15]([NH:29][CH2:28][C:27]([O:26][C:22]([CH3:25])([CH3:24])[CH3:23])=[O:30])=[O:16])=[C:7]2[OH:20], predict the reactants needed to synthesize it. The reactants are: [Cl:1][C:2]1[CH:3]=[CH:4][CH:5]=[C:6]2[C:11]=1[C:10]([CH3:13])([CH3:12])[C:9](=[O:14])[C:8]([C:15](OCC)=[O:16])=[C:7]2[OH:20].Cl.[C:22]([O:26][C:27](=[O:30])[CH2:28][NH2:29])([CH3:25])([CH3:24])[CH3:23].CCN(C(C)C)C(C)C.O1CCOCC1. (2) Given the product [C:17]1([CH3:21])[CH:18]=[CH:19][CH:20]=[C:15]([S:12]([N:9]2[CH2:8][CH2:7][O:6][C:5]3[CH:4]=[CH:3][C:2]([NH2:35])=[N:11][C:10]2=3)(=[O:14])=[O:13])[CH:16]=1, predict the reactants needed to synthesize it. The reactants are: Br[C:2]1[CH:3]=[CH:4][C:5]2[O:6][CH2:7][CH2:8][N:9]([S:12]([C:15]3[CH:16]=[C:17]([CH3:21])[CH:18]=[CH:19][CH:20]=3)(=[O:14])=[O:13])[C:10]=2[N:11]=1.C(=[NH:35])(C1C=CC=CC=1)C1C=CC=CC=1.CC(C)([O-])C.[Na+].CC1(C)C2C(=C(P(C3C=CC=CC=3)C3C=CC=CC=3)C=CC=2)OC2C(P(C3C=CC=CC=3)C3C=CC=CC=3)=CC=CC1=2. (3) The reactants are: Cl.[F:2][C:3]1[CH:8]=[CH:7][CH:6]=[CH:5][C:4]=1[NH:9][NH2:10].C(N(CC)CC)C.[NH2:18]/[C:19](/OCC)=[CH:20]\[C:21](=O)[C:22]([F:25])([F:24])[F:23]. Given the product [F:2][C:3]1[CH:8]=[CH:7][CH:6]=[CH:5][C:4]=1[N:9]1[C:21]([C:22]([F:25])([F:24])[F:23])=[CH:20][C:19]([NH2:18])=[N:10]1, predict the reactants needed to synthesize it. (4) Given the product [Br:10][C:11]1[C:19]2[N:18]=[C:17]([C:20]3[CH:25]=[CH:24][C:23]([CH:26]([CH3:28])[CH3:27])=[CH:22][CH:21]=3)[N:16]([CH2:29][CH2:30][O:31][CH3:32])[C:15]=2[C:14]([O:33][CH3:34])=[CH:13][C:12]=1[CH2:35][O:36][C:1]1[CH:6]=[CH:5][CH:4]=[CH:3][CH:2]=1, predict the reactants needed to synthesize it. The reactants are: [C:1]1(O)[CH:6]=[CH:5][CH:4]=[CH:3][CH:2]=1.[H-].[Na+].[Br:10][C:11]1[C:19]2[N:18]=[C:17]([C:20]3[CH:25]=[CH:24][C:23]([CH:26]([CH3:28])[CH3:27])=[CH:22][CH:21]=3)[N:16]([CH2:29][CH2:30][O:31][CH3:32])[C:15]=2[C:14]([O:33][CH3:34])=[CH:13][C:12]=1[CH2:35][O:36]S(C)(=O)=O. (5) Given the product [NH2:21][C:19]1[S:20][C:3]2[C:2]([NH:23][CH:24]([CH2:27][O:28][CH3:29])[CH2:25][OH:26])=[N:7][C:6]([S:8][CH2:9][C:10]3[CH:15]=[CH:14][CH:13]=[C:12]([F:16])[C:11]=3[F:17])=[N:5][C:4]=2[N:18]=1, predict the reactants needed to synthesize it. The reactants are: Cl[C:2]1[C:3]2[S:20][C:19]([NH2:21])=[N:18][C:4]=2[N:5]=[C:6]([S:8][CH2:9][C:10]2[CH:15]=[CH:14][CH:13]=[C:12]([F:16])[C:11]=2[F:17])[N:7]=1.Cl.[NH2:23][CH:24]([CH2:27][O:28][CH3:29])[CH2:25][OH:26]. (6) The reactants are: [CH2:1]([O:3][C:4](=[O:11])[CH2:5][C:6](=[O:10])[CH2:7][CH2:8][CH3:9])[CH3:2].C(N(CC)CC)C.C(=O)([O-])O.[Na+].C([N-]C(C)C)(C)C.[Li+].O1CCCC1.Cl[Si:38]([CH3:41])([CH3:40])[CH3:39]. Given the product [CH2:1]([O:3][C:4]([O:11][Si:38]([CH3:41])([CH3:40])[CH3:39])=[CH:5][C:6]([O:10][Si:38]([CH3:41])([CH3:40])[CH3:39])=[CH:7][CH2:8][CH3:9])[CH3:2], predict the reactants needed to synthesize it. (7) Given the product [Cl:1][C:2]1[C:7]([F:8])=[C:6]([O:9][CH3:10])[CH:5]=[CH:4][C:3]=1[CH:11]([NH:19][C:20]1[CH:29]=[C:28]([F:30])[CH:27]=[C:26]2[C:21]=1[CH:22]=[CH:23][C:24](=[O:31])[NH:25]2)[C:12]([CH2:14][CH2:32][S:40][CH2:38][CH3:39])([OH:13])[C:15]([F:16])([F:17])[F:18], predict the reactants needed to synthesize it. The reactants are: [Cl:1][C:2]1[C:7]([F:8])=[C:6]([O:9][CH3:10])[CH:5]=[CH:4][C:3]=1[CH:11]([NH:19][C:20]1[CH:29]=[C:28]([F:30])[CH:27]=[C:26]2[C:21]=1[CH:22]=[CH:23][C:24](=[O:31])[NH:25]2)[C:12]1([C:15]([F:18])([F:17])[F:16])[CH2:14][O:13]1.[C:32](=O)([O-])[O-].[Cs+].[Cs+].[CH2:38]([SH:40])[CH3:39].O. (8) Given the product [F:21][C:16]1[CH:15]=[C:14]([C@@H:13]2[CH2:12][N:11]([CH:22]([CH2:23][O:25][CH3:26])[CH2:27][OH:28])[CH2:10][C@H:9]2[NH:8][C:6](=[O:7])[O:5][C:1]([CH3:3])([CH3:2])[CH3:4])[CH:19]=[CH:18][C:17]=1[F:20], predict the reactants needed to synthesize it. The reactants are: [C:1]([O:5][C:6]([NH:8][C@H:9]1[C@H:13]([C:14]2[CH:19]=[CH:18][C:17]([F:20])=[C:16]([F:21])[CH:15]=2)[CH2:12][N:11]([CH:22]([CH2:27][O:28]C)[C:23]([O:25][CH3:26])=O)[CH2:10]1)=[O:7])([CH3:4])([CH3:3])[CH3:2].[BH4-].[Na+]. (9) The reactants are: C(=O)C1OC=CC=1.C([O-])(=O)CCC([O-])=O.[O:16]=[CH:17][C@@H:18]([C@H:20]([C@@H:22]([C@@H:24](CO)[OH:25])[OH:23])[OH:21])[OH:19]. Given the product [O:16]=[CH:17][C@@H:18]([C@H:20]([C@@H:22]([CH2:24][OH:25])[OH:23])[OH:21])[OH:19], predict the reactants needed to synthesize it.